From a dataset of Forward reaction prediction with 1.9M reactions from USPTO patents (1976-2016). Predict the product of the given reaction. (1) Given the reactants Cl.[NH2:2][C:3]1[CH:11]=[CH:10][C:6]([C:7]([NH2:9])=[NH:8])=[CH:5][CH:4]=1.[CH3:12][O:13][C:14](=[O:40])[C:15]1[CH:20]=[CH:19][C:18]([O:21][C:22]2[CH:27]=[C:26]([O:28][CH2:29][C:30]3[CH:35]=[CH:34][CH:33]=[CH:32][CH:31]=3)[C:25]([O:36][CH3:37])=[CH:24][C:23]=2[CH:38]=O)=[CH:17][CH:16]=1.[CH2:41]1[C:49]2[C:44](=[CH:45][CH:46]=[CH:47][CH:48]=2)[CH:43]=[CH:42]1.[O-]S(C(F)(F)F)(=O)=O.[In+3].[O-]S(C(F)(F)F)(=O)=O.[O-]S(C(F)(F)F)(=O)=O, predict the reaction product. The product is: [CH3:12][O:13][C:14](=[O:40])[C:15]1[CH:16]=[CH:17][C:18]([O:21][C:22]2[CH:27]=[C:26]([O:28][CH2:29][C:30]3[CH:31]=[CH:32][CH:33]=[CH:34][CH:35]=3)[C:25]([O:36][CH3:37])=[CH:24][C:23]=2[CH:38]2[CH:42]3[CH2:43][C:44]4[C:49]([CH:41]3[C:11]3[C:3](=[CH:4][CH:5]=[C:6]([C:7](=[NH:9])[NH2:8])[CH:10]=3)[NH:2]2)=[CH:48][CH:47]=[CH:46][CH:45]=4)=[CH:19][CH:20]=1. (2) The product is: [NH:1]([C:27]([O:29][C:30]([CH3:33])([CH3:32])[CH3:31])=[O:28])[C@H:2]([C:10]([NH:12][C@H:13]([C:24]([OH:26])=[O:25])[CH2:14][C:15]1[C:23]2[C:18](=[CH:19][CH:20]=[CH:21][CH:22]=2)[NH:17][CH:16]=1)=[O:11])[CH2:3][CH2:4][CH2:5][NH:6][C:7](=[NH:8])[NH2:9]. Given the reactants [NH:1]([C:27]([O:29][C:30]([CH3:33])([CH3:32])[CH3:31])=[O:28])[C@H:2]([C:10]([NH:12][C@H:13]([C:24]([OH:26])=[O:25])[CH2:14][C:15]1[C:23]2[C:18](=[CH:19][CH:20]=[CH:21][CH:22]=2)[NH:17][CH:16]=1)=[O:11])[CH2:3][CH2:4][CH2:5][NH:6][C:7](=[NH:9])[NH2:8].Cl.C1C=CC2N(O)N=NC=2C=1.CCN(C(C)C)C(C)C.CN(C(ON1N=NC2C=CC=CC1=2)=[N+](C)C)C.F[P-](F)(F)(F)(F)F, predict the reaction product.